From a dataset of Full USPTO retrosynthesis dataset with 1.9M reactions from patents (1976-2016). Predict the reactants needed to synthesize the given product. Given the product [CH3:47][O:48][CH2:49][C@H:50]([OH:52])[CH2:51][O:46][C@H:14]1[C@H:13]([C:10]2[CH:9]=[CH:8][C:7]([CH2:6][O:5][CH2:4][CH2:3][O:2][CH3:1])=[CH:12][CH:11]=2)[C@@H:18]([O:19][CH2:20][C:21]2[CH:22]=[CH:23][C:24]3[O:29][CH2:28][CH2:27][N:26]([CH2:30][CH2:31][CH2:32][O:33][CH3:34])[C:25]=3[CH:35]=2)[CH2:17][N:16]([S:36]([C:39]2[CH:40]=[CH:41][C:42]([CH3:45])=[CH:43][CH:44]=2)(=[O:37])=[O:38])[CH2:15]1, predict the reactants needed to synthesize it. The reactants are: [CH3:1][O:2][CH2:3][CH2:4][O:5][CH2:6][C:7]1[CH:12]=[CH:11][C:10]([C@@H:13]2[C@@H:18]([O:19][CH2:20][C:21]3[CH:22]=[CH:23][C:24]4[O:29][CH2:28][CH2:27][N:26]([CH2:30][CH2:31][CH2:32][O:33][CH3:34])[C:25]=4[CH:35]=3)[CH2:17][N:16]([S:36]([C:39]3[CH:44]=[CH:43][C:42]([CH3:45])=[CH:41][CH:40]=3)(=[O:38])=[O:37])[CH2:15][C@H:14]2[OH:46])=[CH:9][CH:8]=1.[CH3:47][O:48][CH2:49][C@@H:50]1[O:52][CH2:51]1.